From a dataset of Full USPTO retrosynthesis dataset with 1.9M reactions from patents (1976-2016). Predict the reactants needed to synthesize the given product. (1) Given the product [CH3:30][N:29]1[C:22]2[N:23]([C:24](=[O:26])[N:25]=[C:20]([O:16][CH2:15][C:12]3[CH:13]=[CH:14][C:7]([O:6][C:5]4[CH:17]=[CH:18][C:2]([F:1])=[CH:3][CH:4]=4)=[C:8]([CH:11]=3)[C:9]#[N:10])[CH:21]=2)[CH2:27][C@@H:28]1[CH3:31], predict the reactants needed to synthesize it. The reactants are: [F:1][C:2]1[CH:18]=[CH:17][C:5]([O:6][C:7]2[CH:14]=[CH:13][C:12]([CH2:15][OH:16])=[CH:11][C:8]=2[C:9]#[N:10])=[CH:4][CH:3]=1.Cl[C:20]1[CH:21]=[C:22]2[N:29]([CH3:30])[C@@H:28]([CH3:31])[CH2:27][N:23]2[C:24](=[O:26])[N:25]=1. (2) Given the product [C:19]([C:20]1[CH:25]=[CH:24][CH:23]=[CH:22][C:21]=1[S:26]([N:29]([CH3:30])[CH3:1])(=[O:27])=[O:28])#[N:18], predict the reactants needed to synthesize it. The reactants are: [C:1](C1C=CC=CC=1S(Cl)(=O)=O)#N.C1(N)CC1.Cl.[NH2:18][CH2:19][C:20]1[CH:25]=[CH:24][CH:23]=[CH:22][C:21]=1[S:26]([NH:29][CH2:30]C)(=[O:28])=[O:27]. (3) Given the product [CH3:2][O:3][C:4]1[CH:9]=[CH:8][CH:7]=[CH:6][C:5]=1[N:10]1[CH2:15][CH2:14][N:13]([CH2:17][CH2:18][CH2:19][N:20]2[C:24](=[O:25])[C:23]3[C:22](=[CH:29][CH:28]=[CH:27][CH:26]=3)[C:21]2=[O:30])[CH2:12][CH2:11]1, predict the reactants needed to synthesize it. The reactants are: Cl.[CH3:2][O:3][C:4]1[CH:9]=[CH:8][CH:7]=[CH:6][C:5]=1[N:10]1[CH2:15][CH2:14][NH:13][CH2:12][CH2:11]1.Br[CH2:17][CH2:18][CH2:19][N:20]1[C:24](=[O:25])[C:23]2=[CH:26][CH:27]=[CH:28][CH:29]=[C:22]2[C:21]1=[O:30].C([O-])([O-])=O.[K+].[K+]. (4) The reactants are: Br[C:2]1(Br)[C:10]2[C:9]([Cl:11])=[N:8][CH:7]=[N:6][C:5]=2[NH:4][C:3]1=[O:12].[Cl-].[NH4+].CO.C(Cl)Cl. Given the product [Cl:11][C:9]1[C:10]2[CH2:2][C:3](=[O:12])[NH:4][C:5]=2[N:6]=[CH:7][N:8]=1, predict the reactants needed to synthesize it. (5) Given the product [Cl:10][C:11]1[S:15][C:14]([C:16]([NH:18][C:19]2[C:20]3[C:27](=[O:28])[N:9]([CH2:8][C:4]4[CH:5]=[CH:6][CH:7]=[C:2]([I:1])[CH:3]=4)[C:25](=[O:26])[C:21]=3[CH:22]=[N:23][CH:24]=2)=[O:17])=[CH:13][CH:12]=1, predict the reactants needed to synthesize it. The reactants are: [I:1][C:2]1[CH:3]=[C:4]([CH2:8][NH2:9])[CH:5]=[CH:6][CH:7]=1.[Cl:10][C:11]1[S:15][C:14]([C:16]([NH:18][C:19]2[C:20]3[C:27](=[O:28])[O:26][C:25](=O)[C:21]=3[CH:22]=[N:23][CH:24]=2)=[O:17])=[CH:13][CH:12]=1. (6) Given the product [Br:33][C:34]1[N:45]=[C:37]2[CH:38]=[C:39]([NH:3][C:6](=[O:12])[O:32][C:28]([CH3:31])([CH3:30])[CH3:29])[CH:40]=[CH:41][N:36]2[N:35]=1, predict the reactants needed to synthesize it. The reactants are: C([N:3]([CH2:6]C)CC)C.[N-]=[N+]=[N-].P([O-])(OC1C=CC=CC=1)(OC1C=CC=CC=1)=[O:12].[C:28]([OH:32])([CH3:31])([CH3:30])[CH3:29].[Br:33][C:34]1[N:45]=[C:37]2[CH:38]=[C:39](C([O-])=O)[CH:40]=[CH:41][N:36]2[N:35]=1. (7) Given the product [Br:16][C:15]1[C:14]2[C:9](=[CH:10][CH:11]=[CH:12][CH:13]=2)[NH:8][C:7]=1[C:1]1[CH:6]=[CH:5][CH:4]=[CH:3][CH:2]=1, predict the reactants needed to synthesize it. The reactants are: [C:1]1([C:7]2[NH:8][C:9]3[C:14]([CH:15]=2)=[CH:13][CH:12]=[CH:11][CH:10]=3)[CH:6]=[CH:5][CH:4]=[CH:3][CH:2]=1.[Br:16]N1C(=O)CCC1=O. (8) Given the product [Cl:20][C:6]1[CH:5]=[N:4][CH:3]=[C:2]([Cl:1])[C:7]=1[S:8][C:9]1[S:13][C:12]([C:14]([NH:21][C:22]2[CH:27]=[CH:26][CH:25]=[CH:24][CH:23]=2)=[O:16])=[CH:11][C:10]=1[N+:17]([O-:19])=[O:18], predict the reactants needed to synthesize it. The reactants are: [Cl:1][C:2]1[CH:3]=[N:4][CH:5]=[C:6]([Cl:20])[C:7]=1[S:8][C:9]1[S:13][C:12]([C:14]([OH:16])=O)=[CH:11][C:10]=1[N+:17]([O-:19])=[O:18].[NH2:21][C:22]1[CH:27]=[CH:26][CH:25]=[CH:24][CH:23]=1.